The task is: Regression. Given a peptide amino acid sequence and an MHC pseudo amino acid sequence, predict their binding affinity value. This is MHC class II binding data.. This data is from Peptide-MHC class II binding affinity with 134,281 pairs from IEDB. The MHC is DRB1_1301 with pseudo-sequence DRB1_1301. The binding affinity (normalized) is 0.197. The peptide sequence is PWQSGSGGVWREMHH.